The task is: Regression. Given a peptide amino acid sequence and an MHC pseudo amino acid sequence, predict their binding affinity value. This is MHC class II binding data.. This data is from Peptide-MHC class II binding affinity with 134,281 pairs from IEDB. The peptide sequence is AYPSVLGQTIRNSRW. The MHC is DRB1_0901 with pseudo-sequence DRB1_0901. The binding affinity (normalized) is 0.389.